Dataset: Reaction yield outcomes from USPTO patents with 853,638 reactions. Task: Predict the reaction yield, written as a fraction of the theoretical maximum amount of product (1.0 means a 100% yield; for example, 0.34 means a 34% yield). (1) The reactants are [Br:1][C:2]1[CH:7]=[CH:6][C:5]([C@H:8]([NH2:10])[CH3:9])=[CH:4][CH:3]=1.[C:11]1(=O)[O:16][C:14](=[O:15])[C:13]2=[CH:17][CH:18]=[CH:19][CH:20]=[C:12]12. The catalyst is CN(C)C=O. The product is [Br:1][C:2]1[CH:7]=[CH:6][C:5]([C@H:8]([N:10]2[C:14](=[O:15])[C:13]3[C:12](=[CH:20][CH:19]=[CH:18][CH:17]=3)[C:11]2=[O:16])[CH3:9])=[CH:4][CH:3]=1. The yield is 0.670. (2) The reactants are [CH2:1]([NH2:4])[CH2:2][CH3:3].C1C=CC2N(O)N=NC=2C=1.C(NC(C)C)(C)C.C(Cl)CCl.[C:26]([O:30][C:31]([N:33]1[CH2:39][CH2:38][C:37]2[C:40]([NH:45][CH2:46][C:47]3[CH:52]=[CH:51][C:50]([C:53](O)=[O:54])=[C:49]([F:56])[CH:48]=3)=[C:41]([Cl:44])[CH:42]=[CH:43][C:36]=2[CH2:35][CH2:34]1)=[O:32])([CH3:29])([CH3:28])[CH3:27]. The catalyst is C1COCC1. The product is [C:26]([O:30][C:31]([N:33]1[CH2:39][CH2:38][C:37]2[C:40]([NH:45][CH2:46][C:47]3[CH:52]=[CH:51][C:50]([C:53](=[O:54])[NH:4][CH2:1][CH2:2][CH3:3])=[C:49]([F:56])[CH:48]=3)=[C:41]([Cl:44])[CH:42]=[CH:43][C:36]=2[CH2:35][CH2:34]1)=[O:32])([CH3:28])([CH3:27])[CH3:29]. The yield is 0.710.